Dataset: Catalyst prediction with 721,799 reactions and 888 catalyst types from USPTO. Task: Predict which catalyst facilitates the given reaction. (1) Product: [CH3:17][N:18]1[CH2:19][CH:20]=[C:21]([C:10]2[C:9]3[C:13](=[CH:14][C:6]([N:1]4[CH2:5][CH2:4][CH2:3][CH2:2]4)=[CH:7][CH:8]=3)[NH:12][CH:11]=2)[CH2:22][CH2:23]1. Reactant: [N:1]1([C:6]2[CH:14]=[C:13]3[C:9]([CH:10]=[CH:11][NH:12]3)=[CH:8][CH:7]=2)[CH2:5][CH2:4][CH2:3][CH2:2]1.[OH-].[K+].[CH3:17][N:18]1[CH2:23][CH2:22][C:21](=O)[CH2:20][CH2:19]1. The catalyst class is: 5. (2) Reactant: S(Cl)([Cl:3])=O.[NH2:5][C:6]1[CH:7]=[C:8]([CH2:13]O)[CH:9]=[C:10]([CH3:12])[CH:11]=1. Product: [Cl:3][CH2:13][C:8]1[CH:7]=[C:6]([CH:11]=[C:10]([CH3:12])[CH:9]=1)[NH2:5]. The catalyst class is: 2. (3) Reactant: [Cl-].[Al+3].[Cl-].[Cl-].[CH3:5][C:6]1[CH:14]=[CH:13][C:9]([C:10](Cl)=[O:11])=[CH:8][C:7]=1[S:15](=[O:18])(=[O:17])[NH2:16].[C:19]1([O:25][CH3:26])[CH:24]=[CH:23][CH:22]=[CH:21][CH:20]=1.C(OCC)C. Product: [CH3:26][O:25][C:19]1[CH:24]=[CH:23][C:22]([C:10]([C:9]2[CH:13]=[CH:14][C:6]([CH3:5])=[C:7]([S:15]([NH2:16])(=[O:18])=[O:17])[CH:8]=2)=[O:11])=[CH:21][CH:20]=1. The catalyst class is: 124. (4) Reactant: [C:1]([O:5][CH:6]([C:12]1[C:21]([CH3:22])=[CH:20][C:19]2[C:14](=[CH:15][CH:16]=[CH:17][CH:18]=2)[C:13]=1[OH:23])[C:7]([O:9][CH2:10][CH3:11])=[O:8])([CH3:4])([CH3:3])[CH3:2].C1(N([S:31]([C:34]([F:37])([F:36])[F:35])(=[O:33])=[O:32])[S:31]([C:34]([F:37])([F:36])[F:35])(=[O:33])=[O:32])C=CC=CC=1.C([O-])([O-])=O.[Cs+].[Cs+].OS([O-])(=O)=O.[Na+]. Product: [C:1]([O:5][CH:6]([C:12]1[C:21]([CH3:22])=[CH:20][C:19]2[C:14](=[CH:15][CH:16]=[CH:17][CH:18]=2)[C:13]=1[O:23][S:31]([C:34]([F:37])([F:36])[F:35])(=[O:33])=[O:32])[C:7]([O:9][CH2:10][CH3:11])=[O:8])([CH3:4])([CH3:2])[CH3:3]. The catalyst class is: 1. (5) Reactant: I([O-])(=O)(=O)=[O:2].[Na+].[CH3:7][C:8]1([CH3:27])[NH:12][C:11](=[O:13])[N:10]([C:14]2[CH:19]=[CH:18][C:17]([S:20][CH3:21])=[C:16]([C:22]([F:25])([F:24])[F:23])[CH:15]=2)[C:9]1=[O:26]. Product: [CH3:21][S:20]([C:17]1[CH:18]=[CH:19][C:14]([N:10]2[C:9](=[O:26])[C:8]([CH3:27])([CH3:7])[NH:12][C:11]2=[O:13])=[CH:15][C:16]=1[C:22]([F:25])([F:24])[F:23])=[O:2]. The catalyst class is: 132.